Dataset: Reaction yield outcomes from USPTO patents with 853,638 reactions. Task: Predict the reaction yield, written as a fraction of the theoretical maximum amount of product (1.0 means a 100% yield; for example, 0.34 means a 34% yield). The reactants are C[O:2][C:3]([C:5]1[C:6]([C:24]2[CH:29]=[CH:28][C:27]([C:30](O)=[O:31])=[CH:26][CH:25]=2)=[CH:7][CH:8]=[C:9]([C:11]2[S:12][CH:13]=[C:14]([C:16]3[CH:21]=[CH:20][C:19]([Cl:22])=[C:18]([Cl:23])[CH:17]=3)[N:15]=2)[CH:10]=1)=[O:4].[NH2:33][CH:34]1[CH2:38][CH2:37][O:36][CH2:35]1. No catalyst specified. The product is [Cl:23][C:18]1[CH:17]=[C:16]([C:14]2[N:15]=[C:11]([C:9]3[CH:10]=[C:5]([C:3]([OH:2])=[O:4])[C:6]([C:24]4[CH:29]=[CH:28][C:27]([C:30](=[O:31])[NH:33][CH:34]5[CH2:38][CH2:37][O:36][CH2:35]5)=[CH:26][CH:25]=4)=[CH:7][CH:8]=3)[S:12][CH:13]=2)[CH:21]=[CH:20][C:19]=1[Cl:22]. The yield is 1.21.